Dataset: Forward reaction prediction with 1.9M reactions from USPTO patents (1976-2016). Task: Predict the product of the given reaction. (1) Given the reactants [Br:1][C:2]1[C:3]([F:12])=[C:4]2[C:10]([NH2:11])=[CH:9][NH:8][C:5]2=[N:6][CH:7]=1.[CH3:13][O:14][C:15]1[CH:16]=[C:17]([CH:21]=[CH:22][CH:23]=1)[C:18](Cl)=[O:19].C(N(CC)CC)C.[Li+].[OH-], predict the reaction product. The product is: [Br:1][C:2]1[C:3]([F:12])=[C:4]2[C:10]([NH:11][C:18](=[O:19])[C:17]3[CH:21]=[CH:22][CH:23]=[C:15]([O:14][CH3:13])[CH:16]=3)=[CH:9][NH:8][C:5]2=[N:6][CH:7]=1. (2) Given the reactants [C:1]1([C:9]2[CH:14]=[CH:13][CH:12]=[CH:11][CH:10]=2)[CH:6]=[CH:5][C:4]([CH:7]=O)=[CH:3][CH:2]=1.FC(F)(F)C([O-])=O.[C:22]([C:25]1[C:26]([NH:39][C:40]2[CH:45]=[CH:44][CH:43]=[CH:42][CH:41]=2)=[N:27][N:28]([C:30]2([CH2:36][C:37]#[N:38])[CH2:35][CH2:34][NH2+:33][CH2:32][CH2:31]2)[CH:29]=1)(=[O:24])[NH2:23].C(O)(C(F)(F)F)=O, predict the reaction product. The product is: [C:1]1([C:9]2[CH:14]=[CH:13][CH:12]=[CH:11][CH:10]=2)[CH:6]=[CH:5][C:4]([CH2:7][N:33]2[CH2:34][CH2:35][C:30]([N:28]3[CH:29]=[C:25]([C:22]([NH2:23])=[O:24])[C:26]([NH:39][C:40]4[CH:45]=[CH:44][CH:43]=[CH:42][CH:41]=4)=[N:27]3)([CH2:36][C:37]#[N:38])[CH2:31][CH2:32]2)=[CH:3][CH:2]=1. (3) Given the reactants [CH:1]1([N:4]([C:12]2[N:17]3[N:18]=[CH:19][C:20]([CH:21]=[O:22])=[C:16]3[N:15]=[C:14]([C:23]3[CH:28]=[CH:27][CH:26]=[C:25]([OH:29])[CH:24]=3)[CH:13]=2)C(=O)OC(C)(C)C)[CH2:3][CH2:2]1.C(O)(C(F)(F)F)=O, predict the reaction product. The product is: [CH:1]1([NH:4][C:12]2[N:17]3[N:18]=[CH:19][C:20]([CH:21]=[O:22])=[C:16]3[N:15]=[C:14]([C:23]3[CH:28]=[CH:27][CH:26]=[C:25]([OH:29])[CH:24]=3)[CH:13]=2)[CH2:3][CH2:2]1. (4) Given the reactants [CH3:1][O:2][C:3]1[CH:10]=[CH:9][C:6]([CH2:7][OH:8])=[CH:5][CH:4]=1.C(N(CC)C(C)C)(C)C.[CH3:20][S:21](Cl)(=[O:23])=[O:22], predict the reaction product. The product is: [S:21]([O:8][CH2:7][C:6]1[CH:9]=[CH:10][C:3]([O:2][CH3:1])=[CH:4][CH:5]=1)(=[O:23])(=[O:22])[CH3:20]. (5) Given the reactants C(OC(=O)[NH:7][C:8]1[CH:13]=[CH:12][C:11]([C:14](=[O:21])[C:15]2[CH:20]=[CH:19][CH:18]=[CH:17][CH:16]=2)=[CH:10][C:9]=1[NH:22][C:23](=[O:32])[CH2:24][C:25](=O)[C:26]1[S:27][CH:28]=[CH:29][CH:30]=1)(C)(C)C.C(O)(C(F)(F)F)=O, predict the reaction product. The product is: [C:14]([C:11]1[CH:12]=[CH:13][C:8]2[N:7]=[C:25]([C:26]3[S:27][CH:28]=[CH:29][CH:30]=3)[CH2:24][C:23](=[O:32])[NH:22][C:9]=2[CH:10]=1)(=[O:21])[C:15]1[CH:20]=[CH:19][CH:18]=[CH:17][CH:16]=1. (6) Given the reactants [CH2:1]([N:3]1[CH2:8][CH2:7][C:6](=O)[CH2:5][CH2:4]1)[CH3:2].[Cl-].[NH4+:11].[C-:12]#[N:13].[Na+].N, predict the reaction product. The product is: [NH2:11][C:6]1([C:12]#[N:13])[CH2:7][CH2:8][N:3]([CH2:1][CH3:2])[CH2:4][CH2:5]1. (7) Given the reactants [CH2:1]([N:3]1[CH:8]=[C:7]([C:9]([OH:11])=O)[C:6](=[O:12])[N:5]([C:13]2[CH:18]=[CH:17][C:16]([F:19])=[CH:15][CH:14]=2)[C:4]1=[O:20])[CH3:2].C(N(CC)C(C)C)(C)C.[CH3:30][O:31][C:32]1[CH:33]=[C:34]2[C:39](=[CH:40][C:41]=1[O:42][CH3:43])[N:38]=[CH:37][CH:36]=[C:35]2[O:44][C:45]1[CH:50]=[CH:49][C:48]([NH2:51])=[CH:47][C:46]=1[F:52], predict the reaction product. The product is: [CH3:30][O:31][C:32]1[CH:33]=[C:34]2[C:39](=[CH:40][C:41]=1[O:42][CH3:43])[N:38]=[CH:37][CH:36]=[C:35]2[O:44][C:45]1[CH:50]=[CH:49][C:48]([NH:51][C:9]([C:7]2[C:6](=[O:12])[N:5]([C:13]3[CH:18]=[CH:17][C:16]([F:19])=[CH:15][CH:14]=3)[C:4](=[O:20])[N:3]([CH2:1][CH3:2])[CH:8]=2)=[O:11])=[CH:47][C:46]=1[F:52].